Dataset: Full USPTO retrosynthesis dataset with 1.9M reactions from patents (1976-2016). Task: Predict the reactants needed to synthesize the given product. (1) Given the product [NH2:22][C:19]1[CH:20]=[CH:21][C:16]([F:15])=[CH:17][C:18]=1[NH:23][C:4](=[O:6])[C:3]1[CH:7]=[C:8]([C:11]([F:14])([F:13])[F:12])[CH:9]=[N:10][C:2]=1[Cl:1], predict the reactants needed to synthesize it. The reactants are: [Cl:1][C:2]1[N:10]=[CH:9][C:8]([C:11]([F:14])([F:13])[F:12])=[CH:7][C:3]=1[C:4]([OH:6])=O.[F:15][C:16]1[CH:17]=[C:18]([NH2:23])[C:19]([NH2:22])=[CH:20][CH:21]=1.C1CCC(N=C=NC2CCCCC2)CC1. (2) Given the product [Cl:18][C:4]1[C:5]2[C:10]3[CH2:11][CH2:12][CH2:13][CH2:14][C:9]=3[S:8][C:6]=2[N:7]=[C:2]([NH2:1])[N:3]=1, predict the reactants needed to synthesize it. The reactants are: [NH2:1][C:2]1[NH:3][C:4](=O)[C:5]2[C:10]3[CH2:11][CH2:12][CH2:13][CH2:14][C:9]=3[S:8][C:6]=2[N:7]=1.O=P(Cl)(Cl)[Cl:18].C(Cl)(Cl)Cl.CCCCCC. (3) The reactants are: Cl[C:2]1[C:11]2[C:6](=[CH:7][C:8]([O:14][CH3:15])=[C:9]([O:12][CH3:13])[CH:10]=2)[N:5]=[CH:4][CH:3]=1.[CH3:16][N:17](C)C(=O)C. Given the product [CH3:13][O:12][C:9]1[CH:10]=[C:11]2[C:6](=[CH:7][C:8]=1[O:14][CH3:15])[N:5]=[CH:4][CH:3]=[C:2]2[C:16]#[N:17], predict the reactants needed to synthesize it. (4) Given the product [Br:1][C:2]1[CH:9]=[C:6]2[C:5](=[CH:4][CH:3]=1)[N:10]=[CH:20][C:19]([CH:18]=[O:17])=[CH:7]2, predict the reactants needed to synthesize it. The reactants are: [Br:1][C:2]1[CH:3]=[CH:4][C:5]([N+:10]([O-])=O)=[C:6]([CH:9]=1)[CH:7]=O.C(Cl)Cl.C[O:17][CH:18](OC)[CH2:19][CH:20](OC)OC.C1(C)C=CC=CC=1. (5) Given the product [C:1]([O:5][C:6]([C:8]1[O:9][C:10]2[CH:17]=[CH:16][CH:15]=[C:14]([O:18][CH:20]([CH3:22])[CH3:21])[C:11]=2[C:12]=1[CH3:13])=[O:7])([CH3:4])([CH3:2])[CH3:3], predict the reactants needed to synthesize it. The reactants are: [C:1]([O:5][C:6]([C:8]1[O:9][C:10]2[CH:17]=[CH:16][CH:15]=[C:14]([OH:18])[C:11]=2[C:12]=1[CH3:13])=[O:7])([CH3:4])([CH3:3])[CH3:2].Br[CH:20]([CH3:22])[CH3:21].C([O-])([O-])=O.[K+].[K+]. (6) Given the product [Cl-:1].[Cl:1][C:2]1[C:11]2[C:6](=[CH:7][CH:8]=[CH:9][CH:10]=2)[CH:5]=[CH:4][C:3]=1[NH:12][CH2:13][CH2:14][NH3+:15], predict the reactants needed to synthesize it. The reactants are: [Cl:1][C:2]1[C:11]2[C:6](=[CH:7][CH:8]=[CH:9][CH:10]=2)[CH:5]=[CH:4][C:3]=1[NH:12][CH2:13][CH2:14][NH:15]C(=O)OC(C)(C)C. (7) Given the product [F:1][C:2]1[CH:7]=[C:6]([F:8])[CH:5]=[CH:4][C:3]=1[C:9]1([C:12]([F:20])([F:21])[C:13]2[N:18]=[CH:17][C:16]([O:19][C:23]3[CH:30]=[CH:29][C:26]([C:27]#[N:28])=[CH:25][N:24]=3)=[CH:15][CH:14]=2)[CH2:11][O:10]1, predict the reactants needed to synthesize it. The reactants are: [F:1][C:2]1[CH:7]=[C:6]([F:8])[CH:5]=[CH:4][C:3]=1[C:9]1([C:12]([F:21])([F:20])[C:13]2[N:18]=[CH:17][C:16]([OH:19])=[CH:15][CH:14]=2)[CH2:11][O:10]1.F[C:23]1[CH:30]=[CH:29][C:26]([C:27]#[N:28])=[CH:25][N:24]=1.C([O-])([O-])=O.[Cs+].[Cs+].N#N. (8) Given the product [CH:23]1([C:26]2[S:27][C:28]3[C:29]([N:37]=2)=[N:30][C:31]([C:34]([NH:1][C:2]2[CH:3]=[N:4][CH:5]=[CH:6][C:7]=2[N:8]2[CH2:13][C@H:12]([CH3:14])[CH2:11][C@H:10]([NH:15][C:16](=[O:22])[O:17][C:18]([CH3:21])([CH3:20])[CH3:19])[CH2:9]2)=[O:35])=[CH:32][CH:33]=3)[CH2:24][CH2:25]1, predict the reactants needed to synthesize it. The reactants are: [NH2:1][C:2]1[CH:3]=[N:4][CH:5]=[CH:6][C:7]=1[N:8]1[CH2:13][C@H:12]([CH3:14])[CH2:11][C@H:10]([NH:15][C:16](=[O:22])[O:17][C:18]([CH3:21])([CH3:20])[CH3:19])[CH2:9]1.[CH:23]1([C:26]2[S:27][C:28]3[C:29]([N:37]=2)=[N:30][C:31]([C:34](O)=[O:35])=[CH:32][CH:33]=3)[CH2:25][CH2:24]1.CCN(C(C)C)C(C)C.CN(C(ON1N=NC2C=CC=NC1=2)=[N+](C)C)C.F[P-](F)(F)(F)(F)F.